Task: Predict the reaction yield, written as a fraction of the theoretical maximum amount of product (1.0 means a 100% yield; for example, 0.34 means a 34% yield).. Dataset: Reaction yield outcomes from USPTO patents with 853,638 reactions (1) The reactants are [CH3:1][C:2]1([CH3:12])[O:6][C@@H:5]([CH2:7][C:8]([OH:10])=[O:9])[C:4](=[O:11])[O:3]1.C(N(C(C)C)C(C)C)C.CCN=C=NCCCN(C)C.Cl.C1C=CC2N(O)N=NC=2C=1.[C:44]1([O:54][CH3:55])[C:45](=[CH:47][CH:48]=[C:49]([CH:53]=1)[CH2:50][CH:51]=[CH2:52])O. The catalyst is ClCCl.CN(C1C=CN=CC=1)C. The product is [CH2:50]([C:49]1[CH:48]=[CH:47][C:45]([O:9][C:8](=[O:10])[CH2:7][CH:5]2[C:4](=[O:11])[O:3][C:2]([CH3:12])([CH3:1])[O:6]2)=[C:44]([O:54][CH3:55])[CH:53]=1)[CH:51]=[CH2:52]. The yield is 0.600. (2) The reactants are [CH3:1][O:2][C:3]1[CH:4]=[C:5]2[C:9](=[CH:10][C:11]=1[O:12][CH3:13])[C:8](=[O:14])[C:7](=[CH:15][C:16]1[CH:21]=[CH:20][N:19]=[CH:18][CH:17]=1)[CH2:6]2.[CH2:22]([Br:29])[C:23]1[CH:28]=[CH:27][CH:26]=[CH:25][CH:24]=1. The catalyst is C(C(C)=O)C(C)C. The product is [Br-:29].[CH2:22]([N+:19]1[CH:20]=[CH:21][C:16](=[CH:15][CH:7]2[CH2:6][C:5]3[C:9](=[CH:10][C:11]([O:12][CH3:13])=[C:3]([O:2][CH3:1])[CH:4]=3)[C:8]2=[O:14])[CH2:17][CH:18]=1)[C:23]1[CH:28]=[CH:27][CH:26]=[CH:25][CH:24]=1. The yield is 0.980. (3) The reactants are [OH:1][CH2:2][C:3]1[CH:4]=[C:5]([NH:9][CH:10]=[C:11]([N+:14]([O-:16])=[O:15])[CH:12]=O)[CH:6]=[CH:7][CH:8]=1.NC1C=C(C=CC=1)CO. The catalyst is CC(O)=O.Cl.C1(S)C=CC=CC=1. The product is [N+:14]([C:11]1[CH:10]=[N:9][C:5]2[C:6]([CH:12]=1)=[CH:7][CH:8]=[C:3]([CH2:2][OH:1])[CH:4]=2)([O-:16])=[O:15]. The yield is 0.0900. (4) The yield is 0.928. The reactants are O[Li].O.C[O:5][C:6]([C:8]1[CH:9]=[CH:10][C:11]2[NH:12][C:13]3[C:18]([C:19]=2[CH:20]=1)=[CH:17][CH:16]=[CH:15][CH:14]=3)=[O:7].O.Cl. The catalyst is C1COCC1.O.CO. The product is [CH:10]1[C:11]2[NH:12][C:13]3[C:18](=[CH:17][CH:16]=[CH:15][CH:14]=3)[C:19]=2[CH:20]=[C:8]([C:6]([OH:7])=[O:5])[CH:9]=1. (5) The reactants are [CH2:1]([C:5]1[CH:9]([C:10]2[CH:15]=[CH:14][CH:13]=[CH:12][CH:11]=2)[C:8]([CH3:17])([CH3:16])[NH:7][N:6]=1)[CH2:2][CH2:3][CH3:4].[CH3:18][CH:19]([CH2:24][C:25]([CH3:28])([CH3:27])[CH3:26])[CH2:20][C:21](Cl)=[O:22].CCN(C(C)C)C(C)C.C([O-])(O)=O.[Na+]. The catalyst is ClCCl. The product is [CH2:1]([C:5]1[CH:9]([C:10]2[CH:15]=[CH:14][CH:13]=[CH:12][CH:11]=2)[C:8]([CH3:16])([CH3:17])[N:7]([C:21](=[O:22])[CH2:20][CH:19]([CH3:18])[CH2:24][C:25]([CH3:28])([CH3:27])[CH3:26])[N:6]=1)[CH2:2][CH2:3][CH3:4]. The yield is 0.570. (6) The reactants are [CH:1]1([C:4]2[C:5]([NH:21][C@@H:22]3[C:30]4[C:25](=[CH:26][CH:27]=[CH:28][CH:29]=4)[CH2:24][C@H:23]3[NH2:31])=[N:6][C:7]([CH:18]3[CH2:20][CH2:19]3)=[C:8]([C:10]3[CH:15]=[CH:14][C:13]([Cl:16])=[CH:12][C:11]=3[Cl:17])[N:9]=2)[CH2:3][CH2:2]1.Cl[C:33](Cl)(Cl)[C:34](=[O:36])C. The catalyst is C(Cl)(Cl)Cl. The product is [CH:1]1([C:4]2[C:5]([NH:21][C@@H:22]3[C:30]4[C:25](=[CH:26][CH:27]=[CH:28][CH:29]=4)[CH2:24][C@H:23]3[NH:31][C:34](=[O:36])[CH3:33])=[N:6][C:7]([CH:18]3[CH2:19][CH2:20]3)=[C:8]([C:10]3[CH:15]=[CH:14][C:13]([Cl:16])=[CH:12][C:11]=3[Cl:17])[N:9]=2)[CH2:2][CH2:3]1. The yield is 0.550. (7) The reactants are [C:1]([OH:9])(=[O:8])[C:2]([CH2:4][C:5]([OH:7])=[O:6])=[CH2:3].CN.C(C1C[N:18](C)[C:17](=O)C1)(O)=O. The catalyst is O. The product is [C:1]([OH:9])(=[O:8])[C:2]([CH2:4][C:5]([OH:7])=[O:6])=[CH2:3].[CH3:17][NH2:18]. The yield is 0.670. (8) The reactants are [N:1]1([C:9]([O:11][C:12]([CH3:15])([CH3:14])[CH3:13])=[O:10])[CH2:8][CH2:7][CH2:6][C@H:2]1[C:3](O)=[O:4].C(N(C(C)C)CC)(C)C. The catalyst is C(#N)C. The product is [CH:3]([C@@H:2]1[CH2:6][CH2:7][CH2:8][N:1]1[C:9]([O:11][C:12]([CH3:15])([CH3:14])[CH3:13])=[O:10])=[O:4]. The yield is 0.680.